Dataset: Full USPTO retrosynthesis dataset with 1.9M reactions from patents (1976-2016). Task: Predict the reactants needed to synthesize the given product. (1) Given the product [CH2:1]([O:3][C:4]([C:6]1[CH:7]=[N:8][C:9]2[C:14]([C:15]=1[NH:32][CH:29]1[CH2:28][CH2:27][N:26]([C:24]([O:23][C:19]([CH3:22])([CH3:21])[CH3:20])=[O:25])[CH2:31][CH2:30]1)=[CH:13][CH:12]=[CH:11][C:10]=2[O:17][CH3:18])=[O:5])[CH3:2], predict the reactants needed to synthesize it. The reactants are: [CH2:1]([O:3][C:4]([C:6]1[CH:7]=[N:8][C:9]2[C:14]([C:15]=1Cl)=[CH:13][CH:12]=[CH:11][C:10]=2[O:17][CH3:18])=[O:5])[CH3:2].[C:19]([O:23][C:24]([N:26]1[CH2:31][CH2:30][CH:29]([NH2:32])[CH2:28][CH2:27]1)=[O:25])([CH3:22])([CH3:21])[CH3:20]. (2) Given the product [Si:1]([O:8][CH2:9][C:10]1[CH:11]=[C:12]([CH2:13][OH:14])[CH:15]=[CH:16][C:17]=1[Cl:18])([C:4]([CH3:7])([CH3:6])[CH3:5])([CH3:3])[CH3:2], predict the reactants needed to synthesize it. The reactants are: [Si:1]([O:8][CH2:9][C:10]1[CH:11]=[C:12]([CH:15]=[CH:16][C:17]=1[Cl:18])[CH:13]=[O:14])([C:4]([CH3:7])([CH3:6])[CH3:5])([CH3:3])[CH3:2].CCCCCCCCCCN.[BH4-].[Na+]. (3) Given the product [Br:32][C:27]1[C:28]([CH3:31])=[N:29][O:30][C:26]=1[NH:10][S:7]([C:4]1[CH:3]=[CH:2][C:1]([C:33]2[CH:38]=[CH:37][CH:36]=[CH:35][CH:34]=2)=[CH:6][CH:5]=1)(=[O:8])=[O:9], predict the reactants needed to synthesize it. The reactants are: [C:1]1([C:33]2[CH:38]=[CH:37][CH:36]=[CH:35][CH:34]=2)[CH:6]=[CH:5][C:4]([S:7]([N:10]([C:26]2[O:30][N:29]=[C:28]([CH3:31])[C:27]=2[Br:32])S(C2C=CC(C3C=CC=CC=3)=CC=2)(=O)=O)(=[O:9])=[O:8])=[CH:3][CH:2]=1.[OH-].[Na+]. (4) Given the product [N:8]1[CH:1]=[CH:2][C:15]([CH2:16][O:39][C:38]([C:36]2[S:37][C:31]3[NH:30][C:29](=[O:41])[N:28]([CH2:27][C:26]4[CH:25]=[CH:24][C:23]([F:22])=[CH:43][CH:42]=4)[C:33](=[O:34])[C:32]=3[CH:35]=2)=[O:40])=[CH:12][CH:13]=1, predict the reactants needed to synthesize it. The reactants are: [CH2:1]([N:8]1[C:13](=O)[C:12]2[CH:15]=[C:16](C(O)=O)SC=2NC1=O)[C:2]1C=CC=CC=1.[F:22][C:23]1[CH:43]=[CH:42][C:26]([CH2:27][N:28]2[C:33](=[O:34])[C:32]3[CH:35]=[C:36]([C:38]([OH:40])=[O:39])[S:37][C:31]=3[NH:30][C:29]2=[O:41])=[CH:25][CH:24]=1. (5) Given the product [Cl:1][C@H:2]1[C@H:6]([CH2:7]/[CH:8]=[CH:9]\[CH2:10][CH2:11][CH2:12][C:13]([O:15][CH2:16][CH:17]=[CH2:18])=[O:14])[C@@H:5](/[CH:19]=[CH:20]/[C@@H:21]([OH:28])[CH2:22][CH2:23][CH2:24][C@H:25]([OH:27])[CH3:26])[C@H:4]([OH:29])[CH2:3]1, predict the reactants needed to synthesize it. The reactants are: [Cl:1][C@H:2]1[C@H:6]([CH2:7]/[CH:8]=[CH:9]\[CH2:10][CH2:11][CH2:12][C:13]([O:15][CH2:16][CH:17]=[CH2:18])=[O:14])[C@@H:5](/[CH:19]=[CH:20]/[C@@H:21]([OH:28])[CH2:22][CH2:23][CH2:24][C@H:25]([OH:27])[CH3:26])[C@H:4]([O:29]C2CCCCO2)[CH2:3]1.C1(C)C=CC(S([O-])(=O)=O)=CC=1.[NH+]1C=CC=CC=1. (6) Given the product [CH2:1]([C:8]1[CH:9]=[N:10][C:11]2[C:16]([C:17]=1[C:18]1[CH:19]=[C:20]([NH:24][CH2:34][C:33]3[CH:36]=[CH:37][CH:38]=[C:31]([O:30][CH3:29])[CH:32]=3)[CH:21]=[CH:22][CH:23]=1)=[CH:15][CH:14]=[CH:13][C:12]=2[C:25]([F:28])([F:26])[F:27])[C:2]1[CH:3]=[CH:4][CH:5]=[CH:6][CH:7]=1, predict the reactants needed to synthesize it. The reactants are: [CH2:1]([C:8]1[CH:9]=[N:10][C:11]2[C:16]([C:17]=1[C:18]1[CH:19]=[C:20]([NH2:24])[CH:21]=[CH:22][CH:23]=1)=[CH:15][CH:14]=[CH:13][C:12]=2[C:25]([F:28])([F:27])[F:26])[C:2]1[CH:7]=[CH:6][CH:5]=[CH:4][CH:3]=1.[CH3:29][O:30][C:31]1[CH:32]=[C:33]([CH:36]=[CH:37][CH:38]=1)[CH:34]=O. (7) Given the product [CH2:12]([O:1][C:2]1[CH:9]=[CH:8][C:5]([CH:6]=[O:7])=[CH:4][C:3]=1[CH3:10])[CH3:13], predict the reactants needed to synthesize it. The reactants are: [OH:1][C:2]1[CH:9]=[CH:8][C:5]([CH:6]=[O:7])=[CH:4][C:3]=1[CH3:10].Br[CH2:12][CH3:13]. (8) Given the product [CH:1]1([N:4]2[C:9](=[O:10])[C:8]3[C:11]([NH:35][C:36]4[CH:37]=[C:38]([NH:39][C:40](=[O:42])[CH3:41])[CH:43]=[CH:44][CH:45]=4)=[C:12]([CH3:17])[C:13](=[O:16])[N:14]([CH3:15])[C:7]=3[N:6]([C:26]3[CH:31]=[CH:30][C:29]([I:32])=[CH:28][C:27]=3[F:33])[C:5]2=[O:34])[CH2:3][CH2:2]1, predict the reactants needed to synthesize it. The reactants are: [CH:1]1([N:4]2[C:9](=[O:10])[C:8]3[C:11](OS(C(F)(F)F)(=O)=O)=[C:12]([CH3:17])[C:13](=[O:16])[N:14]([CH3:15])[C:7]=3[N:6]([C:26]3[CH:31]=[CH:30][C:29]([I:32])=[CH:28][C:27]=3[F:33])[C:5]2=[O:34])[CH2:3][CH2:2]1.[NH2:35][C:36]1[CH:37]=[C:38]([CH:43]=[CH:44][CH:45]=1)[NH:39][C:40](=[O:42])[CH3:41].CN(C)C(=O)C.N1C(C)=CC=CC=1C. (9) The reactants are: [OH:1][C:2]1[N:10]=[CH:9][CH:8]=[CH:7][C:3]=1[C:4]([OH:6])=[O:5].[OH-].[Na+].[Br:13][C:14]1[CH:15]=[C:16]([CH:19]=[CH:20][CH:21]=1)[CH2:17]Br. Given the product [Br:13][C:14]1[CH:15]=[C:16]([CH:19]=[CH:20][CH:21]=1)[CH2:17][N:10]1[CH:9]=[CH:8][CH:7]=[C:3]([C:4]([OH:6])=[O:5])[C:2]1=[O:1], predict the reactants needed to synthesize it. (10) The reactants are: [Cl:1][C:2]1[CH:10]=[CH:9][C:8]([C:11]2[C:12]([C@@H:28]([NH:38][C:39](=[O:55])[CH2:40][N:41]3[C:45]4[C:46]([F:51])([F:50])[C@@H:47]5[CH2:49][C@@H:48]5[C:44]=4[C:43]([CH:52]([F:54])[F:53])=[N:42]3)[CH2:29][C:30]3[CH:35]=[C:34]([F:36])[CH:33]=[C:32]([F:37])[CH:31]=3)=[N:13][C:14]([C:17]#[C:18][C:19]([CH3:27])(N3CCOC3=O)[CH3:20])=[CH:15][CH:16]=2)=[C:7]2[C:3]=1[C:4]([NH:57][S:58]([CH3:61])(=[O:60])=[O:59])=[N:5][N:6]2[CH3:56].C(C1CC1)#C. Given the product [Cl:1][C:2]1[CH:10]=[CH:9][C:8]([C:11]2[C:12]([C@@H:28]([NH:38][C:39](=[O:55])[CH2:40][N:41]3[C:45]4[C:46]([F:50])([F:51])[C@@H:47]5[CH2:49][C@@H:48]5[C:44]=4[C:43]([CH:52]([F:53])[F:54])=[N:42]3)[CH2:29][C:30]3[CH:31]=[C:32]([F:37])[CH:33]=[C:34]([F:36])[CH:35]=3)=[N:13][C:14]([C:17]#[C:18][CH:19]3[CH2:20][CH2:27]3)=[CH:15][CH:16]=2)=[C:7]2[C:3]=1[C:4]([NH:57][S:58]([CH3:61])(=[O:59])=[O:60])=[N:5][N:6]2[CH3:56], predict the reactants needed to synthesize it.